Dataset: Reaction yield outcomes from USPTO patents with 853,638 reactions. Task: Predict the reaction yield, written as a fraction of the theoretical maximum amount of product (1.0 means a 100% yield; for example, 0.34 means a 34% yield). The reactants are [H-].[Na+].[F:3][C:4]1[CH:9]=[CH:8][C:7]([C:10]2[O:11][CH:12]=[C:13]([CH2:15][C:16]#[N:17])[N:14]=2)=[CH:6][CH:5]=1.[CH3:18]I. The catalyst is C1COCC1. The product is [F:3][C:4]1[CH:5]=[CH:6][C:7]([C:10]2[O:11][CH:12]=[C:13]([CH:15]([CH3:18])[C:16]#[N:17])[N:14]=2)=[CH:8][CH:9]=1. The yield is 0.230.